From a dataset of Catalyst prediction with 721,799 reactions and 888 catalyst types from USPTO. Predict which catalyst facilitates the given reaction. (1) Reactant: C([O:3][C:4](=O)[C:5]1[CH:10]=[CH:9][CH:8]=[CH:7][C:6]=1[C:11]1[CH:16]=[CH:15][N:14]=[CH:13][C:12]=1[C:17]#[N:18])C.N. Product: [CH:16]1[C:11]2[C:6]3[CH:7]=[CH:8][CH:9]=[CH:10][C:5]=3[C:4](=[O:3])[NH:18][CH2:17][C:12]=2[CH:13]=[N:14][CH:15]=1. The catalyst class is: 94. (2) Reactant: Cl[C:2]1[N:7]=[C:6]([NH:8][CH:9]2[CH2:11][CH2:10]2)[N:5]=[C:4]([C:12]2[CH:17]=[CH:16][C:15]([CH3:18])=[C:14]([O:19][CH3:20])[CH:13]=2)[C:3]=1[C:21]#[N:22].[SH:23][CH2:24][C:25]([NH2:27])=[O:26].C(=O)([O-])[O-].[Na+].[Na+].[O-]CC.[Na+]. Product: [NH2:22][C:21]1[C:3]2[C:4]([C:12]3[CH:17]=[CH:16][C:15]([CH3:18])=[C:14]([O:19][CH3:20])[CH:13]=3)=[N:5][C:6]([NH:8][CH:9]3[CH2:11][CH2:10]3)=[N:7][C:2]=2[S:23][C:24]=1[C:25]([NH2:27])=[O:26]. The catalyst class is: 8. (3) Reactant: [Br:1][C:2]1[C:3]([CH3:20])=[C:4]([NH:8][C:9](=[O:19])[C:10]2[CH:15]=[C:14]([F:16])[CH:13]=[CH:12][C:11]=2[CH2:17]Br)[CH:5]=[CH:6][CH:7]=1.CC(C)([O-])C.[Na+]. Product: [Br:1][C:2]1[C:3]([CH3:20])=[C:4]([N:8]2[CH2:17][C:11]3[C:10](=[CH:15][C:14]([F:16])=[CH:13][CH:12]=3)[C:9]2=[O:19])[CH:5]=[CH:6][CH:7]=1. The catalyst class is: 20.